Dataset: Forward reaction prediction with 1.9M reactions from USPTO patents (1976-2016). Task: Predict the product of the given reaction. (1) The product is: [Cl:1][C:2]1[CH:7]=[CH:6][C:5]([C:29]2[NH:30][CH:31]=[CH:32][N:33]=2)=[CH:4][C:3]=1[NH:11][C:12](=[O:27])[C:13]1[CH:18]=[CH:17][C:16]([O:19][CH2:20][C:21]2[CH:26]=[CH:25][CH:24]=[CH:23][N:22]=2)=[CH:15][CH:14]=1. Given the reactants [Cl:1][C:2]1[CH:7]=[CH:6][C:5](B(O)O)=[CH:4][C:3]=1[NH:11][C:12](=[O:27])[C:13]1[CH:18]=[CH:17][C:16]([O:19][CH2:20][C:21]2[CH:26]=[CH:25][CH:24]=[CH:23][N:22]=2)=[CH:15][CH:14]=1.Br[C:29]1[NH:30][CH:31]=[CH:32][N:33]=1.CC([O-])=O.[K+], predict the reaction product. (2) Given the reactants ClC(Cl)(Cl)[C:3]([C:5]1[N:14]2[C:8]([CH2:9][N:10]([C:19]([C:21]3[CH:26]=[CH:25][C:24]([C:27]4[CH:32]=[CH:31][CH:30]=[CH:29][C:28]=4[CH3:33])=[C:23]([CH3:34])[CH:22]=3)=[O:20])[C:11]3[CH:18]=[CH:17][CH:16]=[CH:15][C:12]=3[CH2:13]2)=[CH:7][CH:6]=1)=[O:4].[CH3:37][CH:38]([NH2:47])[CH2:39][CH2:40][C:41]1[CH:46]=[CH:45][CH:44]=[CH:43][CH:42]=1, predict the reaction product. The product is: [CH3:34][C:23]1[CH:22]=[C:21]([C:19]([N:10]2[C:11]3[CH:18]=[CH:17][CH:16]=[CH:15][C:12]=3[CH2:13][N:14]3[C:5]([C:3]([NH:47][CH:38]([CH3:37])[CH2:39][CH2:40][C:41]4[CH:46]=[CH:45][CH:44]=[CH:43][CH:42]=4)=[O:4])=[CH:6][CH:7]=[C:8]3[CH2:9]2)=[O:20])[CH:26]=[CH:25][C:24]=1[C:27]1[CH:32]=[CH:31][CH:30]=[CH:29][C:28]=1[CH3:33]. (3) Given the reactants ClC1C(OC2C=CC(OC(F)(F)F)=C(Cl)C=2)=CC(F)=C(C=1)C(OC(C)(C)C)=O.[Cl:29][C:30]1[CH:31]=[C:32]([O:40][C:41]2[CH:53]=[CH:52][C:44]([C:45]([O:47]C(C)(C)C)=[O:46])=[CH:43][C:42]=2[CH:54]2[CH2:56][CH2:55]2)[CH:33]=[N:34][C:35]=1[O:36][CH:37]([CH3:39])[CH3:38], predict the reaction product. The product is: [Cl:29][C:30]1[CH:31]=[C:32]([O:40][C:41]2[CH:53]=[CH:52][C:44]([C:45]([OH:47])=[O:46])=[CH:43][C:42]=2[CH:54]2[CH2:55][CH2:56]2)[CH:33]=[N:34][C:35]=1[O:36][CH:37]([CH3:39])[CH3:38]. (4) Given the reactants [Cl:1][C:2]1[CH:23]=[CH:22][CH:21]=[C:20]([Cl:24])[C:3]=1[CH2:4][N:5]1[C:13]2[C:8](=[CH:9][CH:10]=[C:11]([CH2:14][CH2:15][C:16]([OH:18])=[O:17])[CH:12]=2)[C:7]([CH3:19])=[N:6]1.[OH-].[K+:26], predict the reaction product. The product is: [Cl:1][C:2]1[CH:23]=[CH:22][CH:21]=[C:20]([Cl:24])[C:3]=1[CH2:4][N:5]1[C:13]2[C:8](=[CH:9][CH:10]=[C:11]([CH2:14][CH2:15][C:16]([O-:18])=[O:17])[CH:12]=2)[C:7]([CH3:19])=[N:6]1.[K+:26]. (5) Given the reactants [Cl:1][C:2]1[CH:25]=[CH:24][C:5]([CH2:6][NH:7][C:8]([C:10]2[C:11](=[O:23])[C:12]3[C:19]([CH3:20])=[C:18]([CH2:21]Cl)[S:17][C:13]=3[N:14]([CH3:16])[CH:15]=2)=[O:9])=[CH:4][CH:3]=1.[C:26]1([C@H:32]([OH:35])[CH2:33][OH:34])[CH:31]=[CH:30][CH:29]=[CH:28][CH:27]=1, predict the reaction product. The product is: [Cl:1][C:2]1[CH:3]=[CH:4][C:5]([CH2:6][NH:7][C:8]([C:10]2[C:11](=[O:23])[C:12]3[C:19]([CH3:20])=[C:18]([CH2:21][O:34][CH2:33][C@@H:32]([OH:35])[C:26]4[CH:31]=[CH:30][CH:29]=[CH:28][CH:27]=4)[S:17][C:13]=3[N:14]([CH3:16])[CH:15]=2)=[O:9])=[CH:24][CH:25]=1. (6) Given the reactants [S:1]1[CH:5]=[C:4]([N:6]([C:14]2[CH:18]=[CH:17][NH:16][N:15]=2)[C:7]2[CH:12]=[CH:11][C:10](O)=[CH:9][CH:8]=2)[C:3]2[CH:19]=[CH:20][CH:21]=[CH:22][C:2]1=2.[OH2:23], predict the reaction product. The product is: [S:1]1[CH:5]=[C:4]([N:6]([C:14]2[CH:18]=[CH:17][NH:16][N:15]=2)[C:7]2[CH:12]=[C:11]([OH:23])[CH:10]=[CH:9][CH:8]=2)[C:3]2[CH:19]=[CH:20][CH:21]=[CH:22][C:2]1=2. (7) Given the reactants [C:1]([N:4]1[CH2:9][CH2:8][N:7]([C:10]2[CH:11]=[CH:12][C:13]([NH:16][C:17](=[O:27])[CH2:18][C:19]3[CH:24]=[CH:23][C:22](Br)=[C:21]([CH3:26])[CH:20]=3)=[N:14][CH:15]=2)[CH2:6][CH2:5]1)(=[O:3])[CH3:2].[CH3:28][C:29]1[CH:34]=[C:33]([Sn](CCCC)(CCCC)CCCC)[CH:32]=[CH:31][N:30]=1.CS(C)=O, predict the reaction product. The product is: [C:1]([N:4]1[CH2:9][CH2:8][N:7]([C:10]2[CH:11]=[CH:12][C:13]([NH:16][C:17](=[O:27])[CH2:18][C:19]3[CH:24]=[CH:23][C:22]([C:33]4[CH:32]=[CH:31][N:30]=[C:29]([CH3:28])[CH:34]=4)=[C:21]([CH3:26])[CH:20]=3)=[N:14][CH:15]=2)[CH2:6][CH2:5]1)(=[O:3])[CH3:2]. (8) Given the reactants [Cl:1][C:2]1[N:7]=[C:6]([CH3:8])[C:5]([CH3:9])=[C:4]([CH3:10])[N:3]=1.[CH3:11]C1C(C)=C(C)N=C(O)N=1, predict the reaction product. The product is: [Cl:1][C:2]1[N:7]=[C:6]([CH3:8])[C:5]([CH2:9][CH3:11])=[C:4]([CH3:10])[N:3]=1.